From a dataset of NCI-60 drug combinations with 297,098 pairs across 59 cell lines. Regression. Given two drug SMILES strings and cell line genomic features, predict the synergy score measuring deviation from expected non-interaction effect. (1) Drug 1: CN(C)C1=NC(=NC(=N1)N(C)C)N(C)C. Drug 2: C1CN(P(=O)(OC1)NCCCl)CCCl. Cell line: SF-268. Synergy scores: CSS=-5.39, Synergy_ZIP=2.62, Synergy_Bliss=-0.440, Synergy_Loewe=-6.72, Synergy_HSA=-6.46. (2) Drug 1: CC(C1=C(C=CC(=C1Cl)F)Cl)OC2=C(N=CC(=C2)C3=CN(N=C3)C4CCNCC4)N. Drug 2: C1=CN(C=N1)CC(O)(P(=O)(O)O)P(=O)(O)O. Cell line: HS 578T. Synergy scores: CSS=23.6, Synergy_ZIP=5.91, Synergy_Bliss=17.6, Synergy_Loewe=12.4, Synergy_HSA=12.5. (3) Drug 1: CC1=CC2C(CCC3(C2CCC3(C(=O)C)OC(=O)C)C)C4(C1=CC(=O)CC4)C. Drug 2: C1=CC=C(C(=C1)C(C2=CC=C(C=C2)Cl)C(Cl)Cl)Cl. Cell line: SR. Synergy scores: CSS=12.1, Synergy_ZIP=11.6, Synergy_Bliss=16.0, Synergy_Loewe=16.0, Synergy_HSA=15.6. (4) Drug 1: CCC1(CC2CC(C3=C(CCN(C2)C1)C4=CC=CC=C4N3)(C5=C(C=C6C(=C5)C78CCN9C7C(C=CC9)(C(C(C8N6C=O)(C(=O)OC)O)OC(=O)C)CC)OC)C(=O)OC)O.OS(=O)(=O)O. Drug 2: CC1=C2C(C(=O)C3(C(CC4C(C3C(C(C2(C)C)(CC1OC(=O)C(C(C5=CC=CC=C5)NC(=O)C6=CC=CC=C6)O)O)OC(=O)C7=CC=CC=C7)(CO4)OC(=O)C)O)C)OC(=O)C. Cell line: OVCAR-5. Synergy scores: CSS=56.1, Synergy_ZIP=-0.483, Synergy_Bliss=3.54, Synergy_Loewe=-5.89, Synergy_HSA=-1.26. (5) Drug 1: CN1CCC(CC1)COC2=C(C=C3C(=C2)N=CN=C3NC4=C(C=C(C=C4)Br)F)OC. Drug 2: C1CN1P(=S)(N2CC2)N3CC3. Cell line: CCRF-CEM. Synergy scores: CSS=11.4, Synergy_ZIP=-2.71, Synergy_Bliss=-9.94, Synergy_Loewe=-30.7, Synergy_HSA=-10.2. (6) Drug 1: CC1=C2C(C(=O)C3(C(CC4C(C3C(C(C2(C)C)(CC1OC(=O)C(C(C5=CC=CC=C5)NC(=O)OC(C)(C)C)O)O)OC(=O)C6=CC=CC=C6)(CO4)OC(=O)C)O)C)O. Drug 2: CC(C)CN1C=NC2=C1C3=CC=CC=C3N=C2N. Cell line: CAKI-1. Synergy scores: CSS=-3.15, Synergy_ZIP=7.07, Synergy_Bliss=-1.52, Synergy_Loewe=-3.26, Synergy_HSA=-3.34. (7) Drug 1: C1CCC(C1)C(CC#N)N2C=C(C=N2)C3=C4C=CNC4=NC=N3. Drug 2: C1CN1P(=S)(N2CC2)N3CC3. Cell line: HT29. Synergy scores: CSS=0.874, Synergy_ZIP=6.37, Synergy_Bliss=-3.01, Synergy_Loewe=-11.7, Synergy_HSA=-8.01.